From a dataset of Forward reaction prediction with 1.9M reactions from USPTO patents (1976-2016). Predict the product of the given reaction. (1) Given the reactants [C:1]([O:5][C:6](=[O:23])[NH:7][CH2:8][CH2:9][CH2:10][NH:11][C:12]1[C:21]2[C:16](=[CH:17][CH:18]=[CH:19][CH:20]=2)[N:15]=[CH:14][C:13]=1[NH2:22])([CH3:4])([CH3:3])[CH3:2].[C:24](Cl)(=O)[CH2:25][CH2:26][CH2:27][CH3:28], predict the reaction product. The product is: [C:1]([O:5][C:6](=[O:23])[NH:7][CH2:8][CH2:9][CH2:10][N:11]1[C:12]2[C:21]3[CH:20]=[CH:19][CH:18]=[CH:17][C:16]=3[N:15]=[CH:14][C:13]=2[N:22]=[C:24]1[CH2:25][CH2:26][CH2:27][CH3:28])([CH3:4])([CH3:2])[CH3:3]. (2) Given the reactants [CH3:1][O:2][C:3]1[CH:4]=[C:5]2[C:9](=[CH:10][CH:11]=1)[C:8]([CH3:16])([C:12]([F:15])([F:14])[F:13])[O:7][CH2:6]2.[CH3:17][O:18]C(Cl)Cl, predict the reaction product. The product is: [CH3:16][C:8]1([C:12]([F:15])([F:13])[F:14])[C:9]2[C:5](=[CH:4][C:3]([O:2][CH3:1])=[C:11]([CH:17]=[O:18])[CH:10]=2)[CH2:6][O:7]1. (3) The product is: [Cl:35][C:33]1[CH:32]=[C:29]([CH:28]=[C:27]([O:26][C:23]2[C:24](=[O:25])[N:19]([CH2:18][C:4]3[CH:3]=[C:2]([N:40]4[CH:44]=[CH:43][CH:42]=[N:41]4)[C:7](=[O:8])[N:6]([CH2:9][C:10]4[CH:15]=[CH:14][C:13]([O:16][CH3:17])=[CH:12][CH:11]=4)[N:5]=3)[CH:20]=[N:21][C:22]=2[C:36]([F:39])([F:38])[F:37])[CH:34]=1)[C:30]#[N:31]. Given the reactants Br[C:2]1[C:7](=[O:8])[N:6]([CH2:9][C:10]2[CH:15]=[CH:14][C:13]([O:16][CH3:17])=[CH:12][CH:11]=2)[N:5]=[C:4]([CH2:18][N:19]2[C:24](=[O:25])[C:23]([O:26][C:27]3[CH:28]=[C:29]([CH:32]=[C:33]([Cl:35])[CH:34]=3)[C:30]#[N:31])=[C:22]([C:36]([F:39])([F:38])[F:37])[N:21]=[CH:20]2)[CH:3]=1.[NH:40]1[CH:44]=[CH:43][CH:42]=[N:41]1.C(=O)([O-])[O-].[K+].[K+], predict the reaction product. (4) Given the reactants [OH:1][NH:2][C:3](=[O:5])[CH3:4].CC([O-])(C)C.[K+].[Br:12][C:13]1[CH:22]=[CH:21]C(C(OC)=O)=[C:15](F)[CH:14]=1, predict the reaction product. The product is: [Br:12][C:13]1[CH:22]=[CH:21][C:4]2[C:3]([OH:5])=[N:2][O:1][C:15]=2[CH:14]=1. (5) Given the reactants [NH:1]1[C:9]2[C:4](=[CH:5][CH:6]=[CH:7][CH:8]=2)[C:3]2([C:13]3=[CH:14][C:15]4[O:19][CH2:18][O:17][C:16]=4[CH:20]=[C:12]3[O:11][CH2:10]2)[C:2]1=[O:21].CC1(C)COC2=CC3OCC4(C=3C=C12)C1C(=CC=CC=1)NC4=O.Br[CH2:46][C:47]1[CH:52]=[CH:51][CH:50]=[C:49]([O:53][C:54]([F:57])([F:56])[F:55])[CH:48]=1.BrCC1OC(C(F)(F)F)=CC=1, predict the reaction product. The product is: [F:55][C:54]([F:56])([F:57])[O:53][C:49]1[CH:48]=[C:47]([CH:52]=[CH:51][CH:50]=1)[CH2:46][N:1]1[C:9]2[C:4](=[CH:5][CH:6]=[CH:7][CH:8]=2)[C:3]2([C:13]3=[CH:14][C:15]4[O:19][CH2:18][O:17][C:16]=4[CH:20]=[C:12]3[O:11][CH2:10]2)[C:2]1=[O:21]. (6) Given the reactants [C:1]1([CH2:7][CH2:8][S:9]([N:12]2[CH2:17][CH2:16][CH:15]([CH2:18][NH2:19])[CH2:14][CH2:13]2)(=[O:11])=[O:10])[CH:6]=[CH:5][CH:4]=[CH:3][CH:2]=1.Cl[C:21]1[N:29]=[CH:28][N:27]=[C:26]2[C:22]=1[N:23]([CH3:30])[CH:24]=[N:25]2, predict the reaction product. The product is: [CH3:30][N:23]1[C:22]2[C:26](=[N:27][CH:28]=[N:29][C:21]=2[NH:19][CH2:18][CH:15]2[CH2:14][CH2:13][N:12]([S:9]([CH2:8][CH2:7][C:1]3[CH:6]=[CH:5][CH:4]=[CH:3][CH:2]=3)(=[O:10])=[O:11])[CH2:17][CH2:16]2)[N:25]=[CH:24]1.